From a dataset of NCI-60 drug combinations with 297,098 pairs across 59 cell lines. Regression. Given two drug SMILES strings and cell line genomic features, predict the synergy score measuring deviation from expected non-interaction effect. Drug 1: CC12CCC(CC1=CCC3C2CCC4(C3CC=C4C5=CN=CC=C5)C)O. Drug 2: C1CNP(=O)(OC1)N(CCCl)CCCl. Cell line: U251. Synergy scores: CSS=5.22, Synergy_ZIP=-0.137, Synergy_Bliss=1.83, Synergy_Loewe=-5.02, Synergy_HSA=-0.112.